From a dataset of Reaction yield outcomes from USPTO patents with 853,638 reactions. Predict the reaction yield, written as a fraction of the theoretical maximum amount of product (1.0 means a 100% yield; for example, 0.34 means a 34% yield). The reactants are [CH2:1]([C:9]1[CH:16]=[CH:15][C:12]([CH2:13][NH2:14])=[CH:11][CH:10]=1)[CH2:2][CH2:3][CH2:4][CH2:5][CH2:6][CH2:7][CH3:8].C(C1C=CC(N)=CC=1)CCCCCCC.[N:32]([CH2:35][C:36]([O:38][CH2:39][CH3:40])=[O:37])=[C:33]=[O:34].N(CCC(OCC)=O)=C=O. No catalyst specified. The product is [CH2:1]([C:9]1[CH:10]=[CH:11][C:12]([CH2:13][NH:14][C:33](=[O:34])[NH:32][CH2:35][C:36]([O:38][CH2:39][CH3:40])=[O:37])=[CH:15][CH:16]=1)[CH2:2][CH2:3][CH2:4][CH2:5][CH2:6][CH2:7][CH3:8]. The yield is 0.750.